From a dataset of Full USPTO retrosynthesis dataset with 1.9M reactions from patents (1976-2016). Predict the reactants needed to synthesize the given product. (1) The reactants are: [Cl:1][C:2]1[CH:7]=[CH:6][CH:5]=[CH:4][C:3]=1[C:8]([N:10]1[CH2:15][CH2:14][NH:13][C:12](=[N:16][NH2:17])[CH2:11]1)=[O:9].C(N(CC)CC)C.[O:25]1[CH:29]=[CH:28][CH:27]=[C:26]1[C:30](Cl)=O. Given the product [Cl:1][C:2]1[CH:7]=[CH:6][CH:5]=[CH:4][C:3]=1[C:8]([N:10]1[CH2:15][CH2:14][N:13]2[C:30]([C:26]3[O:25][CH:29]=[CH:28][CH:27]=3)=[N:17][N:16]=[C:12]2[CH2:11]1)=[O:9], predict the reactants needed to synthesize it. (2) Given the product [Br:1][C:2]1[CH:3]=[C:4]([CH:5]=[CH:6][C:7]=1[SH:8])[C:9]([O:10][CH2:11][CH3:12])=[O:16], predict the reactants needed to synthesize it. The reactants are: [Br:1][C:2]1[CH:3]=[C:4]([C:9](=N)[O:10][CH2:11][CH3:12])[CH:5]=[CH:6][C:7]=1[SH:8].O.S(=O)(=O)(O)[OH:16]. (3) Given the product [CH3:1][N:2]1[C:10]2[C:5](=[CH:6][C:7]([NH:11][C:26]([C:24]3[N:25]=[C:21]([C:15]4[CH:20]=[CH:19][CH:18]=[CH:17][CH:16]=4)[O:22][C:23]=3[C:29]([F:31])([F:32])[F:30])=[O:27])=[CH:8][CH:9]=2)[C:4](=[O:14])[NH:3]1, predict the reactants needed to synthesize it. The reactants are: [CH3:1][N:2]1[C:10]2[C:5](=[CH:6][C:7]([N+:11]([O-])=O)=[CH:8][CH:9]=2)[C:4](=[O:14])[NH:3]1.[C:15]1([C:21]2[O:22][C:23]([C:29]([F:32])([F:31])[F:30])=[C:24]([C:26](O)=[O:27])[N:25]=2)[CH:20]=[CH:19][CH:18]=[CH:17][CH:16]=1.C(N1C2C(=CC(NC(C3C(C)=NN(C4C=CC=CC=4)N=3)=O)=CC=2)C(=O)N1)C. (4) Given the product [Br:1][C:2]1[C:3]([CH3:23])=[C:4]([CH3:22])[C:5]2[O:10][CH2:9][C:8]([C:12]3[CH:13]=[CH:14][C:15]([CH:18]([CH3:20])[CH3:19])=[CH:16][CH:17]=3)([CH3:11])[C:6]=2[CH:7]=1, predict the reactants needed to synthesize it. The reactants are: [Br:1][C:2]1[CH:7]=[C:6]([C:8]([C:12]2[CH:17]=[CH:16][C:15]([CH:18]([CH3:20])[CH3:19])=[CH:14][CH:13]=2)([CH3:11])[CH2:9][OH:10])[C:5](O)=[C:4]([CH3:22])[C:3]=1[CH3:23].C1(P(C2C=CC=CC=2)C2C=CC=CC=2)C=CC=CC=1.N(C(OCC)=O)=NC(OCC)=O.C1(C)C=CC=CC=1. (5) Given the product [CH2:14]([NH:16][C:2]1[C:3]([C:8]([O:10][CH2:11][CH3:12])=[O:9])=[N:4][CH:5]=[CH:6][CH:7]=1)[CH3:15], predict the reactants needed to synthesize it. The reactants are: F[C:2]1[C:3]([C:8]([O:10][CH2:11][CH3:12])=[O:9])=[N:4][CH:5]=[CH:6][CH:7]=1.Cl.[CH2:14]([NH2:16])[CH3:15]. (6) Given the product [CH3:1][O:2][C:3]1[CH:28]=[CH:27][C:6]([CH2:7][N:8]2[C:9]3=[N:19][C:18]([C:20]([F:23])([F:22])[F:21])=[CH:17][C:11]([C:12]([O:14][CH2:15][CH3:16])=[O:13])=[C:10]3[N:24]=[CH:29]2)=[CH:5][CH:4]=1, predict the reactants needed to synthesize it. The reactants are: [CH3:1][O:2][C:3]1[CH:28]=[CH:27][C:6]([CH2:7][NH:8][C:9]2[C:10]([N+:24]([O-])=O)=[C:11]([CH:17]=[C:18]([C:20]([F:23])([F:22])[F:21])[N:19]=2)[C:12]([O:14][CH2:15][CH3:16])=[O:13])=[CH:5][CH:4]=1.[CH3:29]O. (7) Given the product [ClH:15].[Cl:15][CH2:2][CH2:3][N:4]1[CH2:9][C@@H:8]2[CH2:10][C@H:5]1[CH2:6][S:7]2(=[O:12])=[O:11], predict the reactants needed to synthesize it. The reactants are: O[CH2:2][CH2:3][N:4]1[CH2:9][C@@H:8]2[CH2:10][C@H:5]1[CH2:6][S:7]2(=[O:12])=[O:11].S(Cl)([Cl:15])=O.